From a dataset of Forward reaction prediction with 1.9M reactions from USPTO patents (1976-2016). Predict the product of the given reaction. (1) Given the reactants [Cl:1][C:2]1[CH:7]=[CH:6][C:5]([C:8]2[N:13]=[C:12]([CH3:14])[N:11]3[C:15](=[O:29])[N:16]([CH2:18][C:19]4[CH:20]=[N:21][C:22]([C:25]([F:28])([F:27])[F:26])=[CH:23][CH:24]=4)[N:17]=[C:10]3[CH:9]=2)=[CH:4][CH:3]=1.C(=O)([O-])[O-].[Ca+2].[Br-:35].[Br-].[Br-].C[N+](C)(C)CC1C=CC=CC=1.C[N+](C)(C)CC1C=CC=CC=1.C[N+](C)(C)CC1C=CC=CC=1, predict the reaction product. The product is: [Br:35][C:9]1[C:10]2[N:11]([C:15](=[O:29])[N:16]([CH2:18][C:19]3[CH:20]=[N:21][C:22]([C:25]([F:27])([F:26])[F:28])=[CH:23][CH:24]=3)[N:17]=2)[C:12]([CH3:14])=[N:13][C:8]=1[C:5]1[CH:4]=[CH:3][C:2]([Cl:1])=[CH:7][CH:6]=1. (2) Given the reactants C(O)(=O)C.C([BH3-])#N.[Na+].[NH2:9][C@@H:10]([CH3:40])[C:11]([NH:13][C@@H:14]1[C:20](=[O:21])[N:19]([CH2:22][C:23]2[C:32]3[C:27](=[CH:28][C:29]([Br:33])=[CH:30][CH:31]=3)[CH:26]=[CH:25][C:24]=2[O:34][CH3:35])[C:18]2[CH:36]=[CH:37][CH:38]=[CH:39][C:17]=2[CH2:16][CH2:15]1)=[O:12].[CH:41](=O)[CH2:42][CH3:43].[OH-].[Na+], predict the reaction product. The product is: [Br:33][C:29]1[CH:28]=[C:27]2[C:32](=[CH:31][CH:30]=1)[C:23]([CH2:22][N:19]1[C:20](=[O:21])[C@@H:14]([NH:13][C:11](=[O:12])[C@@H:10]([NH:9][CH2:41][CH2:42][CH3:43])[CH3:40])[CH2:15][CH2:16][C:17]3[CH:39]=[CH:38][CH:37]=[CH:36][C:18]1=3)=[C:24]([O:34][CH3:35])[CH:25]=[CH:26]2. (3) Given the reactants I[C:2]1[N:6]([CH3:7])[C:5]2[CH:8]=[CH:9][C:10]([CH2:12][N:13]3[CH2:17][CH2:16][CH2:15][CH2:14]3)=[CH:11][C:4]=2[N:3]=1.[Cl:18][C:19]1[CH:24]=[CH:23][C:22]([C:25]2[CH:26]=[CH:27][C:28]([C:31]#[CH:32])=[N:29][CH:30]=2)=[CH:21][CH:20]=1, predict the reaction product. The product is: [Cl:18][C:19]1[CH:20]=[CH:21][C:22]([C:25]2[CH:26]=[CH:27][C:28]([C:31]#[C:32][C:2]3[N:6]([CH3:7])[C:5]4[CH:8]=[CH:9][C:10]([CH2:12][N:13]5[CH2:17][CH2:16][CH2:15][CH2:14]5)=[CH:11][C:4]=4[N:3]=3)=[N:29][CH:30]=2)=[CH:23][CH:24]=1. (4) The product is: [Br:17][C:15]1[CH:14]=[CH:13][C:12]([S:18][CH2:19][CH3:20])=[C:11]([CH2:10][NH2:9])[CH:16]=1. Given the reactants O1CCCC1.B.CO[N:9]=[CH:10][C:11]1[CH:16]=[C:15]([Br:17])[CH:14]=[CH:13][C:12]=1[S:18][CH2:19][CH3:20].Cl, predict the reaction product. (5) Given the reactants [Cl-].[In+3].[Cl-].[Cl-].[C:5]([O:10][CH2:11][CH3:12])(=[O:9])[C:6]([CH3:8])=O.C(#N)C.[CH:16](=[N:23][C:24]1[CH:29]=[CH:28][C:27]([OH:30])=[CH:26][CH:25]=1)[C:17]1[CH:22]=[CH:21][CH:20]=[CH:19][CH:18]=1, predict the reaction product. The product is: [CH2:11]([O:10][C:5]([C:6]1[C:29]2[C:24](=[CH:25][CH:26]=[C:27]([OH:30])[CH:28]=2)[N:23]=[C:16]([C:17]2[CH:18]=[CH:19][CH:20]=[CH:21][CH:22]=2)[CH:8]=1)=[O:9])[CH3:12].